From a dataset of NCI-60 drug combinations with 297,098 pairs across 59 cell lines. Regression. Given two drug SMILES strings and cell line genomic features, predict the synergy score measuring deviation from expected non-interaction effect. (1) Drug 1: CC(C)(C#N)C1=CC(=CC(=C1)CN2C=NC=N2)C(C)(C)C#N. Drug 2: COCCOC1=C(C=C2C(=C1)C(=NC=N2)NC3=CC=CC(=C3)C#C)OCCOC.Cl. Cell line: TK-10. Synergy scores: CSS=23.7, Synergy_ZIP=0.261, Synergy_Bliss=0.908, Synergy_Loewe=-0.931, Synergy_HSA=0.248. (2) Drug 1: CS(=O)(=O)CCNCC1=CC=C(O1)C2=CC3=C(C=C2)N=CN=C3NC4=CC(=C(C=C4)OCC5=CC(=CC=C5)F)Cl. Drug 2: C(CC(=O)O)C(=O)CN.Cl. Cell line: CCRF-CEM. Synergy scores: CSS=15.5, Synergy_ZIP=-4.01, Synergy_Bliss=-4.16, Synergy_Loewe=-19.1, Synergy_HSA=-0.982. (3) Drug 1: COC1=CC(=CC(=C1O)OC)C2C3C(COC3=O)C(C4=CC5=C(C=C24)OCO5)OC6C(C(C7C(O6)COC(O7)C8=CC=CS8)O)O. Drug 2: C1=NC2=C(N=C(N=C2N1C3C(C(C(O3)CO)O)O)F)N. Cell line: HCT-15. Synergy scores: CSS=54.0, Synergy_ZIP=1.24, Synergy_Bliss=3.53, Synergy_Loewe=-34.9, Synergy_HSA=3.49. (4) Drug 1: CN1C(=O)N2C=NC(=C2N=N1)C(=O)N. Drug 2: C#CCC(CC1=CN=C2C(=N1)C(=NC(=N2)N)N)C3=CC=C(C=C3)C(=O)NC(CCC(=O)O)C(=O)O. Cell line: SK-MEL-5. Synergy scores: CSS=47.3, Synergy_ZIP=1.75, Synergy_Bliss=-3.76, Synergy_Loewe=-26.5, Synergy_HSA=-3.61. (5) Drug 1: C1=CC(=CC=C1CC(C(=O)O)N)N(CCCl)CCCl.Cl. Drug 2: C1=CN(C=N1)CC(O)(P(=O)(O)O)P(=O)(O)O. Cell line: UO-31. Synergy scores: CSS=3.73, Synergy_ZIP=-3.18, Synergy_Bliss=-4.39, Synergy_Loewe=-4.03, Synergy_HSA=-3.98. (6) Drug 1: C(CC(=O)O)C(=O)CN.Cl. Drug 2: CC1C(C(CC(O1)OC2CC(CC3=C2C(=C4C(=C3O)C(=O)C5=CC=CC=C5C4=O)O)(C(=O)C)O)N)O. Cell line: SK-MEL-28. Synergy scores: CSS=55.8, Synergy_ZIP=-3.92, Synergy_Bliss=-3.31, Synergy_Loewe=-8.71, Synergy_HSA=-0.814.